From a dataset of CYP1A2 inhibition data for predicting drug metabolism from PubChem BioAssay. Regression/Classification. Given a drug SMILES string, predict its absorption, distribution, metabolism, or excretion properties. Task type varies by dataset: regression for continuous measurements (e.g., permeability, clearance, half-life) or binary classification for categorical outcomes (e.g., BBB penetration, CYP inhibition). Dataset: cyp1a2_veith. (1) The drug is Cc1cccc(C(=O)c2ccccc2C(=O)O)c1O. The result is 0 (non-inhibitor). (2) The molecule is COCCn1c(=O)c(-c2ccccc2)nc2cnc(N(C)C)nc21. The result is 1 (inhibitor). (3) The molecule is CCN1C(=O)[C@H]2CC[C@H]3/C(=N\OC[C@@H](C)[C@H](OCc4ccccc4)C(C)C)C[C@@H](O)[C@@H](O)[C@@H]3[C@@H]2C1=O. The result is 0 (non-inhibitor). (4) The drug is COc1ccc(CNC(=O)c2csc(Cc3ccc(OC)cc3)n2)cc1. The result is 1 (inhibitor). (5) The molecule is O=C(O)[C@@H]1CS[C@@]2(CCCN(Cc3ccccc3)C2)N1. The result is 0 (non-inhibitor). (6) The compound is CC(NCc1ccc(Cl)cc1Cl)C(O)c1ccccc1.Cl. The result is 1 (inhibitor). (7) The compound is CCCC1(C)Nc2ccccc2-c2nc3ccccc3n21. The result is 1 (inhibitor).